This data is from NCI-60 drug combinations with 297,098 pairs across 59 cell lines. The task is: Regression. Given two drug SMILES strings and cell line genomic features, predict the synergy score measuring deviation from expected non-interaction effect. (1) Drug 1: C1=CC(=C2C(=C1NCCNCCO)C(=O)C3=C(C=CC(=C3C2=O)O)O)NCCNCCO. Drug 2: CCC1(CC2CC(C3=C(CCN(C2)C1)C4=CC=CC=C4N3)(C5=C(C=C6C(=C5)C78CCN9C7C(C=CC9)(C(C(C8N6C=O)(C(=O)OC)O)OC(=O)C)CC)OC)C(=O)OC)O.OS(=O)(=O)O. Cell line: NCI/ADR-RES. Synergy scores: CSS=11.2, Synergy_ZIP=-0.367, Synergy_Bliss=2.36, Synergy_Loewe=3.63, Synergy_HSA=1.55. (2) Drug 1: CCCCCOC(=O)NC1=NC(=O)N(C=C1F)C2C(C(C(O2)C)O)O. Drug 2: C1=NC2=C(N=C(N=C2N1C3C(C(C(O3)CO)O)F)Cl)N. Cell line: SF-268. Synergy scores: CSS=3.09, Synergy_ZIP=-0.667, Synergy_Bliss=0.818, Synergy_Loewe=-1.83, Synergy_HSA=0.258. (3) Drug 1: CS(=O)(=O)C1=CC(=C(C=C1)C(=O)NC2=CC(=C(C=C2)Cl)C3=CC=CC=N3)Cl. Drug 2: CC1=C2C(C(=O)C3(C(CC4C(C3C(C(C2(C)C)(CC1OC(=O)C(C(C5=CC=CC=C5)NC(=O)OC(C)(C)C)O)O)OC(=O)C6=CC=CC=C6)(CO4)OC(=O)C)OC)C)OC. Cell line: SN12C. Synergy scores: CSS=53.9, Synergy_ZIP=7.91, Synergy_Bliss=8.47, Synergy_Loewe=-7.38, Synergy_HSA=8.58. (4) Drug 1: CN1C(=O)N2C=NC(=C2N=N1)C(=O)N. Drug 2: CC1C(C(CC(O1)OC2CC(CC3=C2C(=C4C(=C3O)C(=O)C5=CC=CC=C5C4=O)O)(C(=O)C)O)N)O. Cell line: HT29. Synergy scores: CSS=27.5, Synergy_ZIP=-0.574, Synergy_Bliss=-1.21, Synergy_Loewe=-34.9, Synergy_HSA=-2.11. (5) Drug 1: C1=CC(=CC=C1CC(C(=O)O)N)N(CCCl)CCCl.Cl. Drug 2: CN1C(=O)N2C=NC(=C2N=N1)C(=O)N. Cell line: UACC62. Synergy scores: CSS=11.8, Synergy_ZIP=-2.80, Synergy_Bliss=1.99, Synergy_Loewe=-10.3, Synergy_HSA=-0.122.